Predict which catalyst facilitates the given reaction. From a dataset of Catalyst prediction with 721,799 reactions and 888 catalyst types from USPTO. (1) Reactant: [CH2:1]([NH:9][C:10]1[N:15]=[C:14]([N:16]2[C:25]3[N:24]=[C:23]([C:26]4[CH:31]=[CH:30][CH:29]=[CH:28][CH:27]=4)[C:22]([C:32](=[O:34])[CH3:33])=[CH:21][C:20]=3[CH2:19][CH2:18][CH2:17]2)[CH:13]=[CH:12][N:11]=1)[CH2:2][C:3]1[CH:8]=[CH:7][CH:6]=[CH:5][CH:4]=1.[BH4-].[Na+]. Product: [CH2:1]([NH:9][C:10]1[N:15]=[C:14]([N:16]2[C:25]3[N:24]=[C:23]([C:26]4[CH:31]=[CH:30][CH:29]=[CH:28][CH:27]=4)[C:22]([CH:32]([OH:34])[CH3:33])=[CH:21][C:20]=3[CH2:19][CH2:18][CH2:17]2)[CH:13]=[CH:12][N:11]=1)[CH2:2][C:3]1[CH:8]=[CH:7][CH:6]=[CH:5][CH:4]=1. The catalyst class is: 92. (2) Reactant: [C:1]([O:5][C:6]([N:8]1[CH2:13][CH2:12][CH:11]([CH:14]2[CH2:19][CH2:18][CH2:17][CH2:16][N:15]2[C:20]2[S:24][CH:23]=[C:22]([C:25]([OH:27])=O)[C:21]=2[CH3:28])[CH2:10][CH2:9]1)=[O:7])([CH3:4])([CH3:3])[CH3:2].Cl.[NH2:30][CH2:31][C:32]1[C:33](=[O:40])[NH:34][C:35]([CH3:39])=[CH:36][C:37]=1[CH3:38].CN1CCOCC1.C(Cl)CCl.C1C=NC2N(O)N=NC=2C=1. Product: [CH3:38][C:37]1[CH:36]=[C:35]([CH3:39])[NH:34][C:33](=[O:40])[C:32]=1[CH2:31][NH:30][C:25]([C:22]1[C:21]([CH3:28])=[C:20]([N:15]2[CH2:16][CH2:17][CH2:18][CH2:19][CH:14]2[CH:11]2[CH2:12][CH2:13][N:8]([C:6]([O:5][C:1]([CH3:2])([CH3:3])[CH3:4])=[O:7])[CH2:9][CH2:10]2)[S:24][CH:23]=1)=[O:27]. The catalyst class is: 16. (3) Reactant: [Br:1][C:2]1[CH:3]=[CH:4][C:5]([OH:10])=[C:6]([CH:9]=1)[CH:7]=[O:8].C([O-])([O-])=O.[K+].[K+].[CH3:17][O:18][C:19](=[O:35])[C:20]([CH3:34])([CH3:33])[CH2:21]OS(C1C=CC(C)=CC=1)(=O)=O. Product: [CH3:17][O:18][C:19](=[O:35])[C:20]([CH3:34])([CH3:33])[CH2:21][O:10][C:5]1[CH:4]=[CH:3][C:2]([Br:1])=[CH:9][C:6]=1[CH:7]=[O:8]. The catalyst class is: 3. (4) Reactant: [C:1]([O:5][C:6]([NH:8][C@@H:9]1[C@H:14]([NH:15][C:16]2[N:21]=[C:20](Cl)[C:19]3[C:23](=[O:33])[N:24]([C:26]([O:28][C:29]([CH3:32])([CH3:31])[CH3:30])=[O:27])[CH2:25][C:18]=3[C:17]=2[F:34])[CH2:13][CH2:12][O:11][CH2:10]1)=[O:7])([CH3:4])([CH3:3])[CH3:2].[CH3:35][C:36]1[CH:40]=[C:39]([Sn](CCCC)(CCCC)CCCC)[S:38][N:37]=1.O. Product: [C:1]([O:5][C:6]([NH:8][C@@H:9]1[C@H:14]([NH:15][C:16]2[N:21]=[C:20]([C:39]3[S:38][N:37]=[C:36]([CH3:35])[CH:40]=3)[C:19]3[C:23](=[O:33])[N:24]([C:26]([O:28][C:29]([CH3:32])([CH3:31])[CH3:30])=[O:27])[CH2:25][C:18]=3[C:17]=2[F:34])[CH2:13][CH2:12][O:11][CH2:10]1)=[O:7])([CH3:4])([CH3:3])[CH3:2]. The catalyst class is: 109. (5) Reactant: [Li+].CC([N-]C(C)C)C.[C:9]([O:12][CH3:13])(=[O:11])[CH3:10].[Br:14][C:15]1[CH:16]=[C:17]([C:21](=[N:23][S@@:24]([C:26]([CH3:29])([CH3:28])[CH3:27])=[O:25])[CH3:22])[CH:18]=[CH:19][CH:20]=1.[NH4+].[Cl-]. Product: [Br:14][C:15]1[CH:16]=[C:17]([C@:21]([NH:23][S@@:24]([C:26]([CH3:27])([CH3:29])[CH3:28])=[O:25])([CH3:22])[CH2:10][C:9]([O:12][CH3:13])=[O:11])[CH:18]=[CH:19][CH:20]=1. The catalyst class is: 20. (6) Reactant: Cl.Cl.[CH3:3][O:4][C:5]1[CH:13]=[CH:12][C:8]([CH2:9][NH:10][NH2:11])=[CH:7][CH:6]=1.C(N(CC)CC)C.[C:21](OC)(=[O:26])[CH2:22][C:23]([CH3:25])=O. Product: [CH3:3][O:4][C:5]1[CH:13]=[CH:12][C:8]([CH2:9][N:10]2[C:21]([OH:26])=[CH:22][C:23]([CH3:25])=[N:11]2)=[CH:7][CH:6]=1. The catalyst class is: 11.